Dataset: Forward reaction prediction with 1.9M reactions from USPTO patents (1976-2016). Task: Predict the product of the given reaction. Given the reactants [Br:1][C:2]1[CH:7]=[CH:6][C:5]([C:8]([C:11]2[CH:12]=[CH:13][C:14]([NH2:17])=[N:15][CH:16]=2)=[CH:9][CH3:10])=[CH:4][CH:3]=1.[F:18][C:19]1[CH:20]=[N:21][CH:22]=[C:23]([C:27]=1[CH3:28])[C:24](O)=[O:25].C(Cl)CCl, predict the reaction product. The product is: [Br:1][C:2]1[CH:3]=[CH:4][C:5](/[C:8](/[C:11]2[CH:12]=[CH:13][C:14]([NH:17][C:24](=[O:25])[C:23]3[C:27]([CH3:28])=[C:19]([F:18])[CH:20]=[N:21][CH:22]=3)=[N:15][CH:16]=2)=[CH:9]/[CH3:10])=[CH:6][CH:7]=1.